From a dataset of Reaction yield outcomes from USPTO patents with 853,638 reactions. Predict the reaction yield, written as a fraction of the theoretical maximum amount of product (1.0 means a 100% yield; for example, 0.34 means a 34% yield). (1) The reactants are [ClH:1].[NH2:2][C:3]1[N:8]=[CH:7][C:6](/[CH:9]=[CH:10]/[C:11]([OH:13])=O)=[CH:5][C:4]=1[CH2:14][N:15]1[CH2:20][CH2:19][O:18][CH2:17][CH2:16]1.Cl.CN1CC2C=C(/C=C/C(O)=O)C=NC=2NC(=O)C1.[CH3:40][NH:41][CH2:42][C:43]1[C:52]2[C:47](=[CH:48][CH:49]=[CH:50][CH:51]=2)[C:46]([CH3:53])=[CH:45][CH:44]=1.CNCC1C=CC2C(=CC=CC=2)C=1CCC. No catalyst specified. The product is [ClH:1].[NH2:2][C:3]1[N:8]=[CH:7][C:6](/[CH:9]=[CH:10]/[C:11]([N:41]([CH3:40])[CH2:42][C:43]2[C:52]3[C:47](=[CH:48][CH:49]=[CH:50][CH:51]=3)[C:46]([CH3:53])=[CH:45][CH:44]=2)=[O:13])=[CH:5][C:4]=1[CH2:14][N:15]1[CH2:20][CH2:19][O:18][CH2:17][CH2:16]1. The yield is 0.620. (2) The reactants are [OH:1][C@@H:2]1[CH2:6][CH2:5][N:4]([C:7]2[CH:12]=[CH:11][C:10]([S:13]([NH:16][C:17]3[S:18][CH:19]=[CH:20][N:21]=3)(=[O:15])=[O:14])=[CH:9][CH:8]=2)[C:3]1=[O:22].CN(C=O)C.C(N(C(C)C)CC)(C)C.[F:37][C:38]1[CH:43]=[CH:42][C:41]([S:44](Cl)(=[O:46])=[O:45])=[CH:40][CH:39]=1. The catalyst is CO. The product is [F:37][C:38]1[CH:43]=[CH:42][C:41]([S:44]([N:16]([S:13]([C:10]2[CH:11]=[CH:12][C:7]([N:4]3[CH2:5][CH2:6][C@@H:2]([OH:1])[C:3]3=[O:22])=[CH:8][CH:9]=2)(=[O:14])=[O:15])[C:17]2[S:18][CH:19]=[CH:20][N:21]=2)(=[O:46])=[O:45])=[CH:40][CH:39]=1. The yield is 0.890. (3) The reactants are [NH2:1][C:2]1[CH:17]=[C:16]([C:18]([O:20][CH3:21])=[O:19])[CH:15]=[CH:14][C:3]=1[C:4]([NH:6][C:7]1[CH:12]=[CH:11][C:10]([Cl:13])=[CH:9][N:8]=1)=[O:5].[C:22]([O:26][C:27]([N:29]1[CH2:34][CH2:33][CH:32]([CH2:35][CH:36]=O)[CH2:31][CH2:30]1)=[O:28])([CH3:25])([CH3:24])[CH3:23].CCOC(C)=O. The catalyst is C(Cl)Cl. The product is [Cl:13][C:10]1[CH:11]=[CH:12][C:7]([NH:6][C:4](=[O:5])[C:3]2[CH:14]=[CH:15][C:16]([C:18]([O:20][CH3:21])=[O:19])=[CH:17][C:2]=2[NH:1][CH:35]([CH:32]2[CH2:31][CH2:30][N:29]([C:27]([O:26][C:22]([CH3:23])([CH3:25])[CH3:24])=[O:28])[CH2:34][CH2:33]2)[CH3:36])=[N:8][CH:9]=1. The yield is 0.610.